Dataset: Forward reaction prediction with 1.9M reactions from USPTO patents (1976-2016). Task: Predict the product of the given reaction. Given the reactants [Cl:1][C:2]1[CH:7]=[C:6](Cl)[N:5]=[C:4]([S:9][CH3:10])[N:3]=1.[O-:11][CH2:12][CH3:13].[Na+].O, predict the reaction product. The product is: [Cl:1][C:2]1[CH:7]=[C:6]([O:11][CH2:12][CH3:13])[N:5]=[C:4]([S:9][CH3:10])[N:3]=1.